This data is from Forward reaction prediction with 1.9M reactions from USPTO patents (1976-2016). The task is: Predict the product of the given reaction. (1) Given the reactants [Cl:1][C:2]1[CH:3]=[C:4]([C:9]2[O:13][C:12]([CH2:14][CH2:15][NH:16][C:17]([C:19]3[NH:23][N:22]=[C:21]([C:24]([OH:26])=O)[CH:20]=3)=[O:18])=[CH:11][CH:10]=2)[CH:5]=[CH:6][C:7]=1[Cl:8].[OH:27][CH2:28][CH2:29][N:30]1[CH2:35][CH2:34][NH:33][CH2:32][CH2:31]1, predict the reaction product. The product is: [Cl:1][C:2]1[CH:3]=[C:4]([C:9]2[O:13][C:12]([CH2:14][CH2:15][NH:16][C:17]([C:19]3[NH:23][N:22]=[C:21]([C:24]([N:33]4[CH2:34][CH2:35][N:30]([CH2:29][CH2:28][OH:27])[CH2:31][CH2:32]4)=[O:26])[CH:20]=3)=[O:18])=[CH:11][CH:10]=2)[CH:5]=[CH:6][C:7]=1[Cl:8]. (2) Given the reactants [Cl:1][C:2]1[CH:48]=[CH:47][C:5]([CH2:6][C@@H:7]([NH:32][CH2:33][C@@H:34]2[CH2:38][C@@H:37]([OH:39])[CH2:36][N:35]2C(OC(C)(C)C)=O)[C:8]([N:10]2[CH:15]3[CH2:16][CH2:17][CH:11]2[CH2:12][CH:13]([N:18]([CH:26]2[CH2:31][CH2:30][CH2:29][CH2:28][CH2:27]2)[C:19]([N:21]([CH2:24][CH3:25])[CH2:22][CH3:23])=[O:20])[CH2:14]3)=[O:9])=[CH:4][CH:3]=1.Cl, predict the reaction product. The product is: [Cl:1][C:2]1[CH:48]=[CH:47][C:5]([CH2:6][C@H:7]([C:8]([N:10]2[CH:15]3[CH2:16][CH2:17][CH:11]2[CH2:12][CH:13]([N:18]([CH:26]2[CH2:27][CH2:28][CH2:29][CH2:30][CH2:31]2)[C:19]([N:21]([CH2:24][CH3:25])[CH2:22][CH3:23])=[O:20])[CH2:14]3)=[O:9])[NH:32][CH2:33][C@@H:34]2[CH2:38][C@@H:37]([OH:39])[CH2:36][NH:35]2)=[CH:4][CH:3]=1. (3) Given the reactants [BH-](OC(C)=O)(OC(C)=O)OC(C)=O.[Na+].[Cl:15][C:16]1[C:17]([CH:42]=O)=[C:18]([C:26]2[CH:27]=[CH:28][C:29]([C:32]([NH:34][CH2:35][CH2:36][C:37]([O:39][CH2:40][CH3:41])=[O:38])=[O:33])=[N:30][CH:31]=2)[CH:19]=[C:20]([C:22]([F:25])([F:24])[F:23])[CH:21]=1.[Cl:44][C:45]1[CH:50]=[CH:49][C:48]([C:51]2[CH:56]=[CH:55][C:54]([NH2:57])=[CH:53][C:52]=2[CH3:58])=[CH:47][CH:46]=1.CC(O)=O, predict the reaction product. The product is: [Cl:15][C:16]1[C:17]([CH2:42][NH:57][C:54]2[CH:55]=[CH:56][C:51]([C:48]3[CH:49]=[CH:50][C:45]([Cl:44])=[CH:46][CH:47]=3)=[C:52]([CH3:58])[CH:53]=2)=[C:18]([C:26]2[CH:27]=[CH:28][C:29]([C:32]([NH:34][CH2:35][CH2:36][C:37]([O:39][CH2:40][CH3:41])=[O:38])=[O:33])=[N:30][CH:31]=2)[CH:19]=[C:20]([C:22]([F:23])([F:24])[F:25])[CH:21]=1. (4) The product is: [OH:49][CH:48]([C:18]1[C:19]([N:21]([CH3:26])[S:22]([CH3:25])(=[O:24])=[O:23])=[CH:20][C:10]2[O:9][C:8]([C:5]3[CH:6]=[CH:7][C:2]([F:1])=[CH:3][CH:4]=3)=[C:12]([C:13]([NH:15][CH3:16])=[O:14])[C:11]=2[CH:17]=1)[CH2:29][OH:50]. Given the reactants [F:1][C:2]1[CH:7]=[CH:6][C:5]([C:8]2[O:9][C:10]3[CH:20]=[C:19]([N:21]([CH3:26])[S:22]([CH3:25])(=[O:24])=[O:23])[C:18](C=C)=[CH:17][C:11]=3[C:12]=2[C:13]([NH:15][CH3:16])=[O:14])=[CH:4][CH:3]=1.[CH3:29][N+]1([O-])CCOCC1.[O-]S([O-])=O.[Na+].[Na+].C1COCC1.[CH3:48][OH:49].[OH2:50], predict the reaction product. (5) Given the reactants Br[CH2:2][CH:3]1[CH2:10][CH2:9][CH2:8][CH2:7][CH2:6][CH2:5][CH2:4]1.[CH2:11]([N:18]1[C:31]2[C:26](=[CH:27][CH:28]=[CH:29][CH:30]=2)[C:20]2([CH2:25][CH2:24][NH:23][CH2:22][CH2:21]2)[C:19]1=[O:32])[C:12]1[CH:17]=[CH:16][CH:15]=[CH:14][CH:13]=1.C(=O)([O-])[O-].[K+].[K+].[I-].[K+], predict the reaction product. The product is: [CH2:11]([N:18]1[C:31]2[C:26](=[CH:27][C:28]([CH2:2][CH:3]3[CH2:10][CH2:9][CH2:8][CH2:7][CH2:6][CH2:5][CH2:4]3)=[CH:29][CH:30]=2)[C:20]2([CH2:21][CH2:22][NH:23][CH2:24][CH2:25]2)[C:19]1=[O:32])[C:12]1[CH:17]=[CH:16][CH:15]=[CH:14][CH:13]=1.